Dataset: Peptide-MHC class II binding affinity with 134,281 pairs from IEDB. Task: Regression. Given a peptide amino acid sequence and an MHC pseudo amino acid sequence, predict their binding affinity value. This is MHC class II binding data. (1) The peptide sequence is LKRLWKMLDPRQGLAHHHHHH. The MHC is DRB1_1101 with pseudo-sequence DRB1_1101. The binding affinity (normalized) is 0.898. (2) The peptide sequence is GGVFHTMWHVTRGAF. The MHC is DRB1_1101 with pseudo-sequence DRB1_1101. The binding affinity (normalized) is 0.851. (3) The peptide sequence is KKAGLVGVLAGLAFQEMD. The MHC is HLA-DQA10601-DQB10402 with pseudo-sequence HLA-DQA10601-DQB10402. The binding affinity (normalized) is 0. (4) The peptide sequence is GHMLDMYSVMLTNDN. The MHC is DRB1_0101 with pseudo-sequence DRB1_0101. The binding affinity (normalized) is 0.951. (5) The binding affinity (normalized) is 0.490. The MHC is HLA-DQA10501-DQB10303 with pseudo-sequence HLA-DQA10501-DQB10303. The peptide sequence is EIGAVALDYPSGTSG. (6) The peptide sequence is YDKFLANVPTVLTGK. The MHC is DRB1_0401 with pseudo-sequence DRB1_0401. The binding affinity (normalized) is 0.187. (7) The peptide sequence is FFLLTRILTIPQSLD. The MHC is HLA-DQA10102-DQB10602 with pseudo-sequence HLA-DQA10102-DQB10602. The binding affinity (normalized) is 0.541. (8) The peptide sequence is AAGTYVAADAAAASS. The MHC is HLA-DPA10103-DPB10301 with pseudo-sequence HLA-DPA10103-DPB10301. The binding affinity (normalized) is 0.506. (9) The peptide sequence is QTDIPSEPWNTGHDW. The MHC is DRB3_0202 with pseudo-sequence DRB3_0202. The binding affinity (normalized) is 0.348. (10) The peptide sequence is VDRDTARRHLAEGKV. The MHC is HLA-DQA10501-DQB10402 with pseudo-sequence HLA-DQA10501-DQB10402. The binding affinity (normalized) is 0.